Dataset: NCI-60 drug combinations with 297,098 pairs across 59 cell lines. Task: Regression. Given two drug SMILES strings and cell line genomic features, predict the synergy score measuring deviation from expected non-interaction effect. (1) Drug 1: CC1C(C(CC(O1)OC2CC(OC(C2O)C)OC3=CC4=CC5=C(C(=O)C(C(C5)C(C(=O)C(C(C)O)O)OC)OC6CC(C(C(O6)C)O)OC7CC(C(C(O7)C)O)OC8CC(C(C(O8)C)O)(C)O)C(=C4C(=C3C)O)O)O)O. Drug 2: CCC1(CC2CC(C3=C(CCN(C2)C1)C4=CC=CC=C4N3)(C5=C(C=C6C(=C5)C78CCN9C7C(C=CC9)(C(C(C8N6C)(C(=O)OC)O)OC(=O)C)CC)OC)C(=O)OC)O.OS(=O)(=O)O. Cell line: OVCAR-4. Synergy scores: CSS=50.2, Synergy_ZIP=-0.539, Synergy_Bliss=-1.83, Synergy_Loewe=-2.33, Synergy_HSA=-2.08. (2) Drug 1: C1CCN(CC1)CCOC2=CC=C(C=C2)C(=O)C3=C(SC4=C3C=CC(=C4)O)C5=CC=C(C=C5)O. Drug 2: CCN(CC)CCNC(=O)C1=C(NC(=C1C)C=C2C3=C(C=CC(=C3)F)NC2=O)C. Cell line: NCI-H460. Synergy scores: CSS=1.38, Synergy_ZIP=5.39, Synergy_Bliss=8.26, Synergy_Loewe=2.79, Synergy_HSA=2.00. (3) Drug 1: C1C(C(OC1N2C=C(C(=O)NC2=O)F)CO)O. Drug 2: C1=NC2=C(N=C(N=C2N1C3C(C(C(O3)CO)O)F)Cl)N. Cell line: OVCAR3. Synergy scores: CSS=11.8, Synergy_ZIP=0.542, Synergy_Bliss=6.30, Synergy_Loewe=-8.73, Synergy_HSA=-6.29. (4) Drug 1: CCC1(CC2CC(C3=C(CCN(C2)C1)C4=CC=CC=C4N3)(C5=C(C=C6C(=C5)C78CCN9C7C(C=CC9)(C(C(C8N6C=O)(C(=O)OC)O)OC(=O)C)CC)OC)C(=O)OC)O.OS(=O)(=O)O. Drug 2: C(=O)(N)NO. Cell line: SK-MEL-5. Synergy scores: CSS=-0.487, Synergy_ZIP=1.59, Synergy_Bliss=2.84, Synergy_Loewe=2.02, Synergy_HSA=-2.14.